Dataset: Catalyst prediction with 721,799 reactions and 888 catalyst types from USPTO. Task: Predict which catalyst facilitates the given reaction. (1) Reactant: [C:1]1([C:7]2[CH:12]=[CH:11][CH:10]=[CH:9][C:8]=2[OH:13])[CH:6]=[CH:5][CH:4]=[CH:3][CH:2]=1.[OH-:14].[K+].CS(C)=O.Br[CH2:21][CH2:22][CH2:23][CH2:24][CH2:25][CH2:26]Br. Product: [C:7]1([C:1]2[CH:2]=[CH:3][CH:4]=[CH:5][CH:6]=2)[CH:12]=[CH:11][CH:10]=[CH:9][C:8]=1[O:13][CH2:21][CH2:22][CH2:23][CH2:24][CH2:25][CH2:26][O:14][C:12]1[CH:11]=[CH:10][CH:9]=[CH:8][C:7]=1[C:1]1[CH:2]=[CH:3][CH:4]=[CH:5][CH:6]=1. The catalyst class is: 280. (2) Reactant: [C:1]([O:5][CH:6]([C:11]1[C:12]([CH:36]([CH3:38])[CH3:37])=[N:13][C:14]2[C:15]([CH3:35])([CH3:34])[CH2:16][N:17](C(=O)C(F)(F)F)[CH2:18][C:19]=2[C:20]=1[C:21]1[CH:26]=[CH:25][C:24]([F:27])=[CH:23][CH:22]=1)[C:7]([O:9]C)=[O:8])([CH3:4])([CH3:3])[CH3:2].[OH-].[Na+].CC#N.O. Product: [C:1]([O:5][CH:6]([C:11]1[C:12]([CH:36]([CH3:38])[CH3:37])=[N:13][C:14]2[C:15]([CH3:35])([CH3:34])[CH2:16][NH:17][CH2:18][C:19]=2[C:20]=1[C:21]1[CH:22]=[CH:23][C:24]([F:27])=[CH:25][CH:26]=1)[C:7]([OH:9])=[O:8])([CH3:4])([CH3:3])[CH3:2]. The catalyst class is: 5. (3) Reactant: [C:1]([O:5][C:6]([N:8]1[CH2:13][CH:12]([C:14]([OH:16])=O)[CH2:11][CH:10]([C:17]([OH:19])=[O:18])[CH2:9]1)=[O:7])([CH3:4])([CH3:3])[CH3:2]. Product: [C:1]([O:5][C:6]([N:8]1[CH2:9][CH:10]2[CH2:11][CH:12]([C:14](=[O:16])[O:19][C:17]2=[O:18])[CH2:13]1)=[O:7])([CH3:2])([CH3:3])[CH3:4]. The catalyst class is: 152. (4) Reactant: [I:1][C:2]1[N:3]=[C:4]([CH2:8][CH3:9])[NH:5][C:6]=1[I:7].[H-].[Na+].[C:12]([NH:19][CH2:20][CH2:21]Br)([O:14][C:15]([CH3:18])([CH3:17])[CH3:16])=[O:13].O. Product: [C:15]([O:14][C:12](=[O:13])[NH:19][CH2:20][CH2:21][N:3]1[C:2]([I:1])=[C:6]([I:7])[N:5]=[C:4]1[CH2:8][CH3:9])([CH3:18])([CH3:17])[CH3:16]. The catalyst class is: 3. (5) Reactant: [CH:1]([C:3]1[C:11]2[C:10]([C:12]([O:14][CH3:15])=[O:13])=[CH:9][CH:8]=[N:7][C:6]=2[N:5]([C:16]([O:18][C:19]([CH3:22])([CH3:21])[CH3:20])=[O:17])[CH:4]=1)=O.[NH2:23][C:24]1([CH3:37])[CH2:29][CH2:28][N:27]([C:30]([O:32][C:33]([CH3:36])([CH3:35])[CH3:34])=[O:31])[CH2:26][CH2:25]1.C(O[BH-](OC(=O)C)OC(=O)C)(=O)C.[Na+]. The catalyst class is: 2. Product: [C:33]([O:32][C:30]([N:27]1[CH2:26][CH2:25][C:24]([NH:23][CH2:1][C:3]2[C:11]3[C:10]([C:12]([O:14][CH3:15])=[O:13])=[CH:9][CH:8]=[N:7][C:6]=3[N:5]([C:16]([O:18][C:19]([CH3:22])([CH3:21])[CH3:20])=[O:17])[CH:4]=2)([CH3:37])[CH2:29][CH2:28]1)=[O:31])([CH3:36])([CH3:35])[CH3:34]. (6) The catalyst class is: 305. Reactant: Br[C:2]1[CH:3]=[CH:4][C:5]2[C@H:10]([CH2:11][CH2:12][O:13][Si:14]([C:17]([CH3:20])([CH3:19])[CH3:18])([CH3:16])[CH3:15])[O:9][CH2:8][CH2:7][C:6]=2[CH:21]=1.C([Li])CCC.C[O:28]B(OC)OC.CN1CCOCC1. Product: [Si:14]([O:13][CH2:12][CH2:11][C@H:10]1[C:5]2[CH:4]=[CH:3][C:2]([OH:28])=[CH:21][C:6]=2[CH2:7][CH2:8][O:9]1)([C:17]([CH3:20])([CH3:19])[CH3:18])([CH3:16])[CH3:15]. (7) Reactant: [NH2:1][C:2]1[N:7]=[CH:6][N:5]=[C:4]2[N:8]([CH2:25][C@H:26]3[CH2:30][CH2:29][CH2:28][N:27]3[C:31](=[O:35])[CH2:32][C:33]#[N:34])[N:9]=[C:10]([C:11]3[CH:16]=[CH:15][C:14]([O:17][C:18]4[CH:23]=[CH:22][CH:21]=[CH:20][CH:19]=4)=[CH:13][C:12]=3[F:24])[C:3]=12.[CH3:36][C:37]([N:41]1[CH2:46][CH2:45][O:44][CH2:43][CH2:42]1)([CH3:40])[CH:38]=O.N1CCCCC1. Product: [NH2:1][C:2]1[N:7]=[CH:6][N:5]=[C:4]2[N:8]([CH2:25][C@@H:26]3[CH2:30][CH2:29][CH2:28][N:27]3[C:31]([C:32](=[CH:36][C:37]([CH3:40])([N:41]3[CH2:46][CH2:45][O:44][CH2:43][CH2:42]3)[CH3:38])[C:33]#[N:34])=[O:35])[N:9]=[C:10]([C:11]3[CH:16]=[CH:15][C:14]([O:17][C:18]4[CH:19]=[CH:20][CH:21]=[CH:22][CH:23]=4)=[CH:13][C:12]=3[F:24])[C:3]=12. The catalyst class is: 8. (8) Reactant: C1C(=O)N([Br:8])C(=O)C1.[Cl:9][C:10]1[C:11]2[N:12]([C:16]([C@@H:19]3[CH2:27][CH2:26][C@@H:25]4[N:21]([C:22](=[O:28])[CH2:23][CH2:24]4)[CH2:20]3)=[N:17][CH:18]=2)[CH:13]=[CH:14][N:15]=1. Product: [Br:8][C:18]1[N:17]=[C:16]([C@@H:19]2[CH2:27][CH2:26][C@@H:25]3[N:21]([C:22](=[O:28])[CH2:23][CH2:24]3)[CH2:20]2)[N:12]2[CH:13]=[CH:14][N:15]=[C:10]([Cl:9])[C:11]=12. The catalyst class is: 10. (9) Reactant: [CH:1]1([C:4]2[CH:5]=[CH:6][C:7]([NH:13][C:14]3[CH:15]=[N:16][C:17]([C:21]4[CH:26]=[CH:25][CH:24]=[CH:23][CH:22]=4)=[C:18]([CH3:20])[CH:19]=3)=[C:8]([CH:12]=2)[C:9]([OH:11])=[O:10])[CH2:3][CH2:2]1.C1C=C(Cl)C=C(C(OO)=[O:35])C=1. Product: [C:9]([C:8]1[CH:12]=[C:4]([CH:1]2[CH2:3][CH2:2]2)[CH:5]=[CH:6][C:7]=1[NH:13][C:14]1[CH:19]=[C:18]([CH3:20])[C:17]([C:21]2[CH:22]=[CH:23][CH:24]=[CH:25][CH:26]=2)=[N+:16]([O-:35])[CH:15]=1)([OH:11])=[O:10]. The catalyst class is: 4. (10) Reactant: [Br:1][C:2]1[N:6]([CH2:7][C:8]2[CH:17]=[CH:16][C:11]([C:12]([O:14]C)=[O:13])=[CH:10][CH:9]=2)[N:5]=[CH:4][CH:3]=1.[OH-].[Na+].CO. Product: [Br:1][C:2]1[N:6]([CH2:7][C:8]2[CH:17]=[CH:16][C:11]([C:12]([OH:14])=[O:13])=[CH:10][CH:9]=2)[N:5]=[CH:4][CH:3]=1. The catalyst class is: 6.